This data is from Full USPTO retrosynthesis dataset with 1.9M reactions from patents (1976-2016). The task is: Predict the reactants needed to synthesize the given product. (1) Given the product [Cl:1][C:2]1[CH:3]=[C:4]([CH:15]=[CH:16][C:17]=1[Cl:18])[O:5][CH:6]1[CH2:7][CH2:8][N:9]([CH2:12][CH2:13][NH:14][C:31](=[O:32])[C:30]2[CH:34]=[CH:35][CH:36]=[C:28]([O:27][CH3:26])[CH:29]=2)[CH2:10][CH2:11]1, predict the reactants needed to synthesize it. The reactants are: [Cl:1][C:2]1[CH:3]=[C:4]([CH:15]=[CH:16][C:17]=1[Cl:18])[O:5][CH:6]1[CH2:11][CH2:10][N:9]([CH2:12][CH2:13][NH2:14])[CH2:8][CH2:7]1.C(N(CC)CC)C.[CH3:26][O:27][C:28]1[CH:29]=[C:30]([CH:34]=[CH:35][CH:36]=1)[C:31](Cl)=[O:32].O. (2) The reactants are: Br[C:2]1[CH:7]=[CH:6][CH:5]=[C:4]([S:8]([CH2:10][CH:11]2[CH2:16][CH2:15][CH2:14][CH2:13][CH2:12]2)=[O:9])[CH:3]=1.[CH2:17]([NH:20][C:21](=[O:26])[C:22]([F:25])([F:24])[F:23])[CH:18]=[CH2:19]. Given the product [CH:11]1([CH2:10][S:8]([C:4]2[CH:3]=[C:2](/[CH:19]=[CH:18]/[CH2:17][NH:20][C:21](=[O:26])[C:22]([F:25])([F:24])[F:23])[CH:7]=[CH:6][CH:5]=2)=[O:9])[CH2:16][CH2:15][CH2:14][CH2:13][CH2:12]1, predict the reactants needed to synthesize it. (3) Given the product [CH3:2][O:3][CH2:4][CH2:5][O:6][C:7]1[CH:8]=[C:9]2[C:21]([NH:22][C:23]3[CH:24]=[CH:25][CH:26]=[C:27]([C:29]#[CH:30])[CH:28]=3)=[N:20][CH:19]=[N:18][C:10]2=[CH:11][C:12]=1[O:13][CH2:14][CH2:15][O:16][CH3:17].[ClH:1], predict the reactants needed to synthesize it. The reactants are: [ClH:1].[CH3:2][O:3][CH2:4][CH2:5][O:6][C:7]1[CH:8]=[C:9]2[C:21]([NH:22][C:23]3[CH:24]=[CH:25][CH:26]=[C:27]([C:29]#[CH:30])[CH:28]=3)=[N:20][CH:19]=[N:18][C:10]2=[CH:11][C:12]=1[O:13][CH2:14][CH2:15][O:16][CH3:17].